This data is from Full USPTO retrosynthesis dataset with 1.9M reactions from patents (1976-2016). The task is: Predict the reactants needed to synthesize the given product. (1) Given the product [O:1]=[N:2][C@H:3]([C:8]([OH:10])=[O:9])[CH2:4][CH2:5][S:6][CH3:7], predict the reactants needed to synthesize it. The reactants are: [O:1]=[N:2][C@H:3]([C:8]([O-:10])=[O:9])[CH2:4][CH2:5][S:6][CH3:7].[Ca+2].[O:1]=[N:2][C@H:3]([C:8]([O-:10])=[O:9])[CH2:4][CH2:5][S:6][CH3:7].Cl. (2) Given the product [OH:25][CH:26]1[CH2:31][CH2:30][N:29]([CH2:22][C:17]2[CH:16]=[C:15]3[C:20]([CH:21]=[C:12]([C:10]4[N:11]=[C:7]([C:4]5[CH:3]=[CH:2][N:1]=[CH:6][CH:5]=5)[S:8][CH:9]=4)[C:13](=[O:24])[NH:14]3)=[CH:19][CH:18]=2)[CH2:28][CH2:27]1, predict the reactants needed to synthesize it. The reactants are: [N:1]1[CH:6]=[CH:5][C:4]([C:7]2[S:8][CH:9]=[C:10]([C:12]3[C:13](=[O:24])[NH:14][C:15]4[C:20]([CH:21]=3)=[CH:19][CH:18]=[C:17]([CH:22]=O)[CH:16]=4)[N:11]=2)=[CH:3][CH:2]=1.[OH:25][CH:26]1[CH2:31][CH2:30][NH:29][CH2:28][CH2:27]1. (3) Given the product [CH3:17][NH:7][C:6]1[N:2]([CH3:1])[N:3]=[C:4]([CH3:9])[C:5]=1[CH3:8], predict the reactants needed to synthesize it. The reactants are: [CH3:1][N:2]1[C:6]([NH2:7])=[C:5]([CH3:8])[C:4]([CH3:9])=[N:3]1.C=O.C[O-].[K+].[BH4-].[Na+].[C:17]([O-])(O)=O.[Na+]. (4) Given the product [F:23][C:19]1([F:22])[CH2:20][CH2:21][N:16]([C:13]2[CH:12]=[N:11][CH:10]=[C:9]3[C:14]=2[CH:15]=[C:6]([C:4]([OH:5])=[O:3])[CH:7]=[N:8]3)[CH2:17][CH2:18]1, predict the reactants needed to synthesize it. The reactants are: C([O:3][C:4]([C:6]1[CH:7]=[N:8][C:9]2[C:14]([CH:15]=1)=[C:13]([N:16]1[CH2:21][CH2:20][C:19]([F:23])([F:22])[CH2:18][CH2:17]1)[CH:12]=[N:11][CH:10]=2)=[O:5])C.O1CCOCC1.[OH-].[Li+].